Dataset: Catalyst prediction with 721,799 reactions and 888 catalyst types from USPTO. Task: Predict which catalyst facilitates the given reaction. (1) Reactant: [NH2:1][C:2]1[N:6]([C:7]2[CH:8]=[CH:9][C:10]([Cl:14])=[C:11]([OH:13])[CH:12]=2)[N:5]=[C:4]([C:15]([CH3:18])([CH3:17])[CH3:16])[CH:3]=1.[O:19]1[CH2:24][CH2:23][CH2:22][CH2:21][CH:20]1[O:25][CH2:26][CH2:27]O.C1C=CC(P(C2C=CC=CC=2)C2C=CC=CC=2)=CC=1.CCOC(/N=N/C(OCC)=O)=O. Product: [C:15]([C:4]1[CH:3]=[C:2]([NH2:1])[N:6]([C:7]2[CH:8]=[CH:9][C:10]([Cl:14])=[C:11]([O:13][CH2:27][CH2:26][O:25][CH:20]3[CH2:21][CH2:22][CH2:23][CH2:24][O:19]3)[CH:12]=2)[N:5]=1)([CH3:18])([CH3:17])[CH3:16]. The catalyst class is: 20. (2) Reactant: [NH2:1][C:2]1[O:6][N:5]=[C:4]([CH3:7])[C:3]=1[Br:8].[H-].[Na+].[O:11]1[CH:15]=[CH:14][C:13]([C:16]2[S:20][C:19]([S:21](Cl)(=[O:23])=[O:22])=[CH:18][CH:17]=2)=[N:12]1. Product: [Br:8][C:3]1[C:4]([CH3:7])=[N:5][O:6][C:2]=1[NH:1][S:21]([C:19]1[S:20][C:16]([C:13]2[CH:14]=[CH:15][O:11][N:12]=2)=[CH:17][CH:18]=1)(=[O:22])=[O:23]. The catalyst class is: 1. (3) Reactant: [F:1][C:2]1[CH:3]=[C:4]([C@H:9]2[NH:14][C:13](=[O:15])[CH2:12][S:11][CH2:10]2)[CH:5]=[C:6]([F:8])[CH:7]=1.[H-].[Na+].[C:18]([O:21][CH2:22][C:23]1[CH:28]=[CH:27][CH:26]=[CH:25][CH:24]=1)(=[O:20])[CH3:19]. Product: [F:8][C:6]1[CH:5]=[C:4]([C@@H:9]2[CH2:10][S:11][CH2:12][C:13](=[O:15])[N:14]2[CH2:19][C:18]([O:21][CH2:22][C:23]2[CH:28]=[CH:27][CH:26]=[CH:25][CH:24]=2)=[O:20])[CH:3]=[C:2]([F:1])[CH:7]=1. The catalyst class is: 1. (4) Reactant: C([NH:8][CH:9]1[CH2:14][CH2:13][N:12]([C:15]([CH3:18])([CH3:17])[CH3:16])[CH2:11][CH2:10]1)C1C=CC=CC=1. Product: [C:15]([N:12]1[CH2:13][CH2:14][CH:9]([NH2:8])[CH2:10][CH2:11]1)([CH3:18])([CH3:16])[CH3:17]. The catalyst class is: 43. (5) Reactant: [CH3:1][CH:2]1[CH2:7][CH2:6][CH2:5][NH:4][CH2:3]1.[I-].[Na+].Cl[CH2:11][CH:12]([NH:15][C:16]1[CH:17]=[C:18]2[C:27](=[CH:28][CH:29]=1)[S:26][C:25]1[C:24]([C:30]3[NH:35][C:34](=[O:36])[CH:33]=[C:32]([N:37]4[CH2:42][CH2:41][O:40][CH2:39][CH2:38]4)[CH:31]=3)=[CH:23][CH:22]=[CH:21][C:20]=1[S:19]2)[CH2:13][OH:14]. Product: [OH:14][CH2:13][CH:12]([NH:15][C:16]1[CH:17]=[C:18]2[C:27](=[CH:28][CH:29]=1)[S:26][C:25]1[C:24]([C:30]3[NH:35][C:34](=[O:36])[CH:33]=[C:32]([N:37]4[CH2:38][CH2:39][O:40][CH2:41][CH2:42]4)[CH:31]=3)=[CH:23][CH:22]=[CH:21][C:20]=1[S:19]2)[CH2:11][N:4]1[CH2:5][CH2:6][CH2:7][CH:2]([CH3:1])[CH2:3]1. The catalyst class is: 60. (6) Reactant: [CH3:1][N:2]1[CH2:7][CH2:6][C:5]([C:9]2[CH:10]=[C:11]3[C:15](=[CH:16][CH:17]=2)[CH2:14][N:13](C(C2C=CC=CC=2)(C2C=CC=CC=2)C2C=CC=CC=2)[CH2:12]3)([OH:8])[CH2:4][CH2:3]1.[ClH:37]. Product: [ClH:37].[ClH:37].[CH2:14]1[C:15]2[C:11](=[CH:10][C:9]([C:5]3([OH:8])[CH2:6][CH2:7][N:2]([CH3:1])[CH2:3][CH2:4]3)=[CH:17][CH:16]=2)[CH2:12][NH:13]1. The catalyst class is: 5. (7) Reactant: [S:1](=[O:38])(=[O:37])([O:3][CH2:4][C@@H:5]1[CH2:9][C@@H:8]([O:10][C:11]2[CH:16]=[C:15]([NH:17][C@@H:18]3[C:26]4[C:21](=[CH:22][CH:23]=[CH:24][CH:25]=4)[CH2:20][C@@H:19]3[O:27][CH3:28])[N:14]=[CH:13][N:12]=2)[CH2:7][C@@H:6]1[O:29][Si](C(C)(C)C)(C)C)[NH2:2].F.N1C=CC=CC=1. Product: [S:1](=[O:38])(=[O:37])([O:3][CH2:4][C@@H:5]1[CH2:9][C@@H:8]([O:10][C:11]2[CH:16]=[C:15]([NH:17][C@@H:18]3[C:26]4[C:21](=[CH:22][CH:23]=[CH:24][CH:25]=4)[CH2:20][C@@H:19]3[O:27][CH3:28])[N:14]=[CH:13][N:12]=2)[CH2:7][C@@H:6]1[OH:29])[NH2:2]. The catalyst class is: 877. (8) Reactant: [CH:1]1[C:13]2[NH:12][C:11]3[C:6](=[CH:7][CH:8]=[CH:9][CH:10]=3)[C:5]=2[CH:4]=[CH:3][CH:2]=1.[Br:14][C:15]1[CH:20]=[CH:19][CH:18]=[CH:17][C:16]=1[I:21].C(=O)([O-])[O-].[K+].[K+]. Product: [Br:14][C:15]1[CH:20]=[CH:19][CH:18]=[CH:17][C:16]=1[N:12]1[C:11]2[CH:10]=[CH:9][CH:8]=[CH:7][C:6]=2[C:5]2[C:13]1=[CH:1][CH:2]=[CH:3][CH:4]=2.[I:21][C:16]1[CH:17]=[CH:18][CH:19]=[CH:20][C:15]=1[N:12]1[C:11]2[CH:10]=[CH:9][CH:8]=[CH:7][C:6]=2[C:5]2[C:13]1=[CH:1][CH:2]=[CH:3][CH:4]=2. The catalyst class is: 536.